From a dataset of NCI-60 drug combinations with 297,098 pairs across 59 cell lines. Regression. Given two drug SMILES strings and cell line genomic features, predict the synergy score measuring deviation from expected non-interaction effect. (1) Drug 1: CCCCC(=O)OCC(=O)C1(CC(C2=C(C1)C(=C3C(=C2O)C(=O)C4=C(C3=O)C=CC=C4OC)O)OC5CC(C(C(O5)C)O)NC(=O)C(F)(F)F)O. Drug 2: CN1C2=C(C=C(C=C2)N(CCCl)CCCl)N=C1CCCC(=O)O.Cl. Cell line: HOP-62. Synergy scores: CSS=6.03, Synergy_ZIP=11.6, Synergy_Bliss=8.76, Synergy_Loewe=10.9, Synergy_HSA=6.31. (2) Drug 1: C1=C(C(=O)NC(=O)N1)F. Drug 2: CC1C(C(CC(O1)OC2CC(OC(C2O)C)OC3=CC4=CC5=C(C(=O)C(C(C5)C(C(=O)C(C(C)O)O)OC)OC6CC(C(C(O6)C)O)OC7CC(C(C(O7)C)O)OC8CC(C(C(O8)C)O)(C)O)C(=C4C(=C3C)O)O)O)O. Cell line: UACC62. Synergy scores: CSS=37.9, Synergy_ZIP=-4.69, Synergy_Bliss=-7.33, Synergy_Loewe=-5.19, Synergy_HSA=-5.23. (3) Drug 1: CC1=C(C=C(C=C1)C(=O)NC2=CC(=CC(=C2)C(F)(F)F)N3C=C(N=C3)C)NC4=NC=CC(=N4)C5=CN=CC=C5. Drug 2: CC1C(C(CC(O1)OC2CC(CC3=C2C(=C4C(=C3O)C(=O)C5=C(C4=O)C(=CC=C5)OC)O)(C(=O)CO)O)N)O.Cl. Cell line: HOP-62. Synergy scores: CSS=38.0, Synergy_ZIP=-5.20, Synergy_Bliss=-4.55, Synergy_Loewe=-9.53, Synergy_HSA=-1.02. (4) Drug 1: CC(CN1CC(=O)NC(=O)C1)N2CC(=O)NC(=O)C2. Drug 2: C1CN(P(=O)(OC1)NCCCl)CCCl. Cell line: MDA-MB-435. Synergy scores: CSS=8.80, Synergy_ZIP=0.0531, Synergy_Bliss=2.11, Synergy_Loewe=-3.82, Synergy_HSA=0.674. (5) Drug 1: CC1OCC2C(O1)C(C(C(O2)OC3C4COC(=O)C4C(C5=CC6=C(C=C35)OCO6)C7=CC(=C(C(=C7)OC)O)OC)O)O. Drug 2: CC1C(C(CC(O1)OC2CC(CC3=C2C(=C4C(=C3O)C(=O)C5=C(C4=O)C(=CC=C5)OC)O)(C(=O)C)O)N)O.Cl. Cell line: NCI-H460. Synergy scores: CSS=60.1, Synergy_ZIP=4.65, Synergy_Bliss=4.43, Synergy_Loewe=4.12, Synergy_HSA=8.48. (6) Drug 1: CS(=O)(=O)CCNCC1=CC=C(O1)C2=CC3=C(C=C2)N=CN=C3NC4=CC(=C(C=C4)OCC5=CC(=CC=C5)F)Cl. Drug 2: B(C(CC(C)C)NC(=O)C(CC1=CC=CC=C1)NC(=O)C2=NC=CN=C2)(O)O. Cell line: HCC-2998. Synergy scores: CSS=37.4, Synergy_ZIP=4.76, Synergy_Bliss=8.81, Synergy_Loewe=-38.3, Synergy_HSA=-0.860. (7) Drug 1: CCC1(CC2CC(C3=C(CCN(C2)C1)C4=CC=CC=C4N3)(C5=C(C=C6C(=C5)C78CCN9C7C(C=CC9)(C(C(C8N6C)(C(=O)OC)O)OC(=O)C)CC)OC)C(=O)OC)O.OS(=O)(=O)O. Drug 2: C#CCC(CC1=CN=C2C(=N1)C(=NC(=N2)N)N)C3=CC=C(C=C3)C(=O)NC(CCC(=O)O)C(=O)O. Cell line: M14. Synergy scores: CSS=-1.09, Synergy_ZIP=-0.196, Synergy_Bliss=-1.43, Synergy_Loewe=-6.34, Synergy_HSA=-4.46. (8) Drug 1: C1CN(CCN1C(=O)CCBr)C(=O)CCBr. Drug 2: B(C(CC(C)C)NC(=O)C(CC1=CC=CC=C1)NC(=O)C2=NC=CN=C2)(O)O. Cell line: MALME-3M. Synergy scores: CSS=49.1, Synergy_ZIP=-10.1, Synergy_Bliss=-7.09, Synergy_Loewe=-49.5, Synergy_HSA=-9.28.